This data is from NCI-60 drug combinations with 297,098 pairs across 59 cell lines. The task is: Regression. Given two drug SMILES strings and cell line genomic features, predict the synergy score measuring deviation from expected non-interaction effect. (1) Drug 1: C1=CN(C(=O)N=C1N)C2C(C(C(O2)CO)O)O.Cl. Drug 2: CC1CCCC2(C(O2)CC(NC(=O)CC(C(C(=O)C(C1O)C)(C)C)O)C(=CC3=CSC(=N3)C)C)C. Cell line: 786-0. Synergy scores: CSS=44.2, Synergy_ZIP=-0.994, Synergy_Bliss=-5.03, Synergy_Loewe=-14.9, Synergy_HSA=-2.37. (2) Cell line: SK-MEL-2. Drug 1: CC=C1C(=O)NC(C(=O)OC2CC(=O)NC(C(=O)NC(CSSCCC=C2)C(=O)N1)C(C)C)C(C)C. Drug 2: CC1=C(N=C(N=C1N)C(CC(=O)N)NCC(C(=O)N)N)C(=O)NC(C(C2=CN=CN2)OC3C(C(C(C(O3)CO)O)O)OC4C(C(C(C(O4)CO)O)OC(=O)N)O)C(=O)NC(C)C(C(C)C(=O)NC(C(C)O)C(=O)NCCC5=NC(=CS5)C6=NC(=CS6)C(=O)NCCC[S+](C)C)O. Synergy scores: CSS=79.8, Synergy_ZIP=1.40, Synergy_Bliss=1.37, Synergy_Loewe=2.42, Synergy_HSA=4.54. (3) Drug 1: CC1=CC2C(CCC3(C2CCC3(C(=O)C)OC(=O)C)C)C4(C1=CC(=O)CC4)C. Drug 2: CC(C)NC(=O)C1=CC=C(C=C1)CNNC.Cl. Cell line: SK-MEL-5. Synergy scores: CSS=-8.39, Synergy_ZIP=5.96, Synergy_Bliss=0.279, Synergy_Loewe=-12.6, Synergy_HSA=-10.0. (4) Drug 1: CC1=C(C(=CC=C1)Cl)NC(=O)C2=CN=C(S2)NC3=CC(=NC(=N3)C)N4CCN(CC4)CCO. Drug 2: CC(C)(C#N)C1=CC(=CC(=C1)CN2C=NC=N2)C(C)(C)C#N. Cell line: SNB-75. Synergy scores: CSS=11.7, Synergy_ZIP=-4.44, Synergy_Bliss=-1.42, Synergy_Loewe=-6.87, Synergy_HSA=-2.21. (5) Drug 1: CC12CCC3C(C1CCC2=O)CC(=C)C4=CC(=O)C=CC34C. Drug 2: C(CN)CNCCSP(=O)(O)O. Cell line: HCC-2998. Synergy scores: CSS=-5.16, Synergy_ZIP=-10.2, Synergy_Bliss=-23.0, Synergy_Loewe=-25.9, Synergy_HSA=-25.1. (6) Synergy scores: CSS=-2.23, Synergy_ZIP=3.76, Synergy_Bliss=4.55, Synergy_Loewe=-1.17, Synergy_HSA=-0.790. Drug 1: C1=CC(=CC=C1C#N)C(C2=CC=C(C=C2)C#N)N3C=NC=N3. Cell line: IGROV1. Drug 2: C1CC(=O)NC(=O)C1N2C(=O)C3=CC=CC=C3C2=O.